This data is from Full USPTO retrosynthesis dataset with 1.9M reactions from patents (1976-2016). The task is: Predict the reactants needed to synthesize the given product. (1) Given the product [CH3:6][O:7][C:8]1[CH:9]=[CH:10][C:11]([C:12]([NH:14][C:15]2[CH:24]=[C:23]([C:25]3[CH:26]=[CH:27][CH:28]=[CH:29][CH:30]=3)[CH:22]=[CH:21][C:16]=2[C:17]([OH:19])=[O:18])=[O:13])=[CH:31][CH:32]=1, predict the reactants needed to synthesize it. The reactants are: [OH-].[Na+].C(O)C.[CH3:6][O:7][C:8]1[CH:32]=[CH:31][C:11]([C:12]([NH:14][C:15]2[CH:24]=[C:23]([C:25]3[CH:30]=[CH:29][CH:28]=[CH:27][CH:26]=3)[CH:22]=[CH:21][C:16]=2[C:17]([O:19]C)=[O:18])=[O:13])=[CH:10][CH:9]=1.Cl. (2) Given the product [Cl:65]/[CH:27]=[CH:26]\[C:25]([NH:24][C:3]1[CH:4]=[CH:5][C:6]([CH2:8][NH:9]/[CH:10]=[C:11]2\[C:12](=[O:23])[NH:13][C:14](=[O:22])[C:15]3[C:20]\2=[CH:19][C:18]([I:21])=[CH:17][CH:16]=3)=[CH:7][C:2]=1[OH:1])=[O:30], predict the reactants needed to synthesize it. The reactants are: [OH:1][C:2]1[CH:7]=[C:6]([CH2:8][NH:9]/[CH:10]=[C:11]2\[C:12](=[O:23])[NH:13][C:14](=[O:22])[C:15]3[C:20]\2=[CH:19][C:18]([I:21])=[CH:17][CH:16]=3)[CH:5]=[CH:4][C:3]=1[NH:24][C:25](=[O:30])/[C:26](/C)=[CH:27]/C.NC1C=CC(CN/C=C2\C(=O)NC(=O)C3C\2=CC(I)=CC=3)=CC=1O[Si](C(C)C)(C(C)C)C(C)C.[Cl:65]/C=C\C(O)=O. (3) Given the product [Cl:1][C:2]1[CH:24]=[CH:23][C:22]([Cl:25])=[CH:21][C:3]=1[O:4][C:5]1[CH:10]=[CH:9][C:8]([NH:11][C:12]2[S:16][N:15]=[C:14]([OH:17])[C:13]=2[C:18]([NH:30][CH:27]([CH3:26])[CH2:28][OH:29])=[NH:19])=[CH:7][C:6]=1[F:20], predict the reactants needed to synthesize it. The reactants are: [Cl:1][C:2]1[CH:24]=[CH:23][C:22]([Cl:25])=[CH:21][C:3]=1[O:4][C:5]1[CH:10]=[CH:9][C:8]([NH:11][C:12]2[S:16][N:15]=[C:14]([OH:17])[C:13]=2[C:18]#[N:19])=[CH:7][C:6]=1[F:20].[CH3:26][CH:27]([NH2:30])[CH2:28][OH:29]. (4) Given the product [PH:1](=[O:2])([OH:4])[OH:3].[NH:9]1[C:10]2[C:11](=[CH:23][CH:19]=[CH:20][CH:21]=2)[CH:13]=[CH:12]1, predict the reactants needed to synthesize it. The reactants are: [PH:1](=[O:4])([O-:3])[O-:2].[Li+].[Br-].CC[N:9]([CH2:12][CH3:13])[CH2:10][CH3:11].CS(Cl)(=O)=O.[CH2:19]1[CH2:23]O[CH2:21][CH2:20]1. (5) Given the product [F:35][C:30]1[C:31]([F:34])=[CH:32][CH:33]=[C:28]([C:26]([N:24]2[CH2:25][C:22]3([O:45][CH:20]3[CH3:21])[CH2:23]2)=[O:27])[C:29]=1[NH:36][C:37]1[CH:42]=[CH:41][C:40]([I:43])=[CH:39][C:38]=1[F:44], predict the reactants needed to synthesize it. The reactants are: CC(C1C=C(C(C)C)C=C(C(C)C)C=1S(O[CH:20]([C:22]1([OH:45])[CH2:25][N:24]([C:26]([C:28]2[CH:33]=[CH:32][C:31]([F:34])=[C:30]([F:35])[C:29]=2[NH:36][C:37]2[CH:42]=[CH:41][C:40]([I:43])=[CH:39][C:38]=2[F:44])=[O:27])[CH2:23]1)[CH3:21])(=O)=O)C.[H-].[Na+].C(OCC)(=O)C. (6) Given the product [CH3:46][C:47]1[CH:53]=[CH:52][C:51]([N+:54]([O-:56])=[O:55])=[CH:50][C:48]=1[NH:49][C:10]([C:8]1[S:7][C:3]2=[N:4][CH:5]=[CH:6][N:1]=[C:2]2[CH:9]=1)=[O:12], predict the reactants needed to synthesize it. The reactants are: [N:1]1[CH:6]=[CH:5][N:4]=[C:3]2[S:7][C:8]([C:10]([OH:12])=O)=[CH:9][C:2]=12.CN(C(ON1N=NC2C=CC=NC1=2)=[N+](C)C)C.F[P-](F)(F)(F)(F)F.CCN(C(C)C)C(C)C.[CH3:46][C:47]1[CH:53]=[CH:52][C:51]([N+:54]([O-:56])=[O:55])=[CH:50][C:48]=1[NH2:49]. (7) Given the product [CH3:1][C:2]1[N:3]=[C:4]2[C:9]([O:10][CH2:11][CH2:12][CH:13]([C:14]([F:17])([F:15])[F:16])[C:18]([F:19])([F:20])[F:21])=[CH:8][C:7]([CH3:22])=[CH:6][N:5]2[C:23]=1[C:24]([OH:26])=[O:25], predict the reactants needed to synthesize it. The reactants are: [CH3:1][C:2]1[N:3]=[C:4]2[C:9]([O:10][CH2:11][CH2:12][CH:13]([C:18]([F:21])([F:20])[F:19])[C:14]([F:17])([F:16])[F:15])=[CH:8][C:7]([CH3:22])=[CH:6][N:5]2[C:23]=1[C:24]([O:26]CC)=[O:25].O.O.O.O.O.O.O.O.[OH-].[Ba+2].[OH-].Cl.